This data is from Full USPTO retrosynthesis dataset with 1.9M reactions from patents (1976-2016). The task is: Predict the reactants needed to synthesize the given product. (1) Given the product [C:1]([CH:3]([C:10]1[CH:27]=[CH:26][C:13]([CH2:14][O:15][Si:16]([CH:20]([CH3:22])[CH3:21])([CH:23]([CH3:25])[CH3:24])[CH:17]([CH3:18])[CH3:19])=[CH:12][CH:11]=1)[C:4]([O:6][CH2:7][CH3:8])=[O:5])#[N:2], predict the reactants needed to synthesize it. The reactants are: [C:1]([CH2:3][C:4]([O:6][CH2:7][CH3:8])=[O:5])#[N:2].I[C:10]1[CH:27]=[CH:26][C:13]([CH2:14][O:15][Si:16]([CH:23]([CH3:25])[CH3:24])([CH:20]([CH3:22])[CH3:21])[CH:17]([CH3:19])[CH3:18])=[CH:12][CH:11]=1.C([O-])([O-])=O.[Cs+].[Cs+].N1C=CC=CC=1C(O)=O. (2) Given the product [CH3:1][O:2][CH2:3][C:4]([C:9]1[CH:10]=[CH:11][C:12]([N:15]2[CH:19]=[CH:18][CH:17]=[N:16]2)=[CH:13][CH:14]=1)=[O:5], predict the reactants needed to synthesize it. The reactants are: [CH3:1][O:2][CH2:3][C:4]1([C:9]2[CH:14]=[CH:13][C:12]([N:15]3[CH:19]=[CH:18][CH:17]=[N:16]3)=[CH:11][CH:10]=2)OCC[O:5]1.Cl.O1CCCC1. (3) Given the product [F:12][C:13]1[CH:18]=[C:17]([C:2]2[C:10]3[C:5](=[N:6][CH:7]=[N:8][C:9]=3[NH2:11])[NH:4][N:3]=2)[CH:16]=[CH:15][CH:14]=1, predict the reactants needed to synthesize it. The reactants are: I[C:2]1[C:10]2[C:5](=[N:6][CH:7]=[N:8][C:9]=2[NH2:11])[NH:4][N:3]=1.[F:12][C:13]1[CH:14]=[C:15](B(O)O)[CH:16]=[CH:17][CH:18]=1.C(=O)([O-])[O-].[Na+].[Na+].Cl. (4) Given the product [ClH:24].[C:1]1([CH3:14])[CH:6]=[CH:5][C:4]([C:7]23[CH2:12][CH:11]2[CH2:10][CH:9]([NH2:22])[CH2:8]3)=[CH:3][CH:2]=1.[ClH:24].[CH2:15]([O:13][CH2:9][CH3:10])[CH3:16], predict the reactants needed to synthesize it. The reactants are: [C:1]1([CH3:14])[CH:6]=[CH:5][C:4]([C:7]23[CH2:12][CH:11]2[CH2:10][C:9](=[O:13])[CH2:8]3)=[CH:3][CH:2]=1.[C:15]([O-])(=O)[CH3:16].[NH4+].[BH3-]C#[N:22].[Na+].[ClH:24].C#N. (5) Given the product [Cl:40][C:41]1[CH:46]=[CH:45][C:44]([C:2]2[CH:3]=[C:4]([CH:8]([NH:14][C:15]([C@@H:17]3[CH2:22][CH2:21][CH2:20][N:19]([C:23](=[O:39])[CH2:24][CH2:25][CH:26]4[CH2:27][CH2:28][N:29]([C:32]([O:34][C:35]([CH3:38])([CH3:36])[CH3:37])=[O:33])[CH2:30][CH2:31]4)[CH2:18]3)=[O:16])[CH2:9][C:10]([O:12][CH3:13])=[O:11])[CH:5]=[N:6][CH:7]=2)=[CH:43][C:42]=1[C:50]#[N:51], predict the reactants needed to synthesize it. The reactants are: Br[C:2]1[CH:3]=[C:4]([CH:8]([NH:14][C:15]([C@@H:17]2[CH2:22][CH2:21][CH2:20][N:19]([C:23](=[O:39])[CH2:24][CH2:25][CH:26]3[CH2:31][CH2:30][N:29]([C:32]([O:34][C:35]([CH3:38])([CH3:37])[CH3:36])=[O:33])[CH2:28][CH2:27]3)[CH2:18]2)=[O:16])[CH2:9][C:10]([O:12][CH3:13])=[O:11])[CH:5]=[N:6][CH:7]=1.[Cl:40][C:41]1[CH:46]=[CH:45][C:44](B(O)O)=[CH:43][C:42]=1[C:50]#[N:51].[F-].[K+]. (6) Given the product [NH2:14][C:2]1[C:7]([N+:8]([O-:10])=[O:9])=[CH:6][C:5]([N+:11]([O-:13])=[O:12])=[CH:4][N:3]=1, predict the reactants needed to synthesize it. The reactants are: Cl[C:2]1[C:7]([N+:8]([O-:10])=[O:9])=[CH:6][C:5]([N+:11]([O-:13])=[O:12])=[CH:4][N:3]=1.[NH3:14].